Task: Predict the reactants needed to synthesize the given product.. Dataset: Full USPTO retrosynthesis dataset with 1.9M reactions from patents (1976-2016) (1) The reactants are: Cl.[CH3:2][O:3][NH:4][CH3:5].CCN(CC)CC.[Cl:13][C:14]1[CH:15]=[C:16]([CH:20]=[CH:21][CH:22]=1)[C:17](Cl)=[O:18].CCOC(C)=O. Given the product [Cl:13][C:14]1[CH:15]=[C:16]([CH:20]=[CH:21][CH:22]=1)[C:17]([N:4]([O:3][CH3:2])[CH3:5])=[O:18], predict the reactants needed to synthesize it. (2) Given the product [F:1][C:2]([F:26])([F:25])[CH2:3][NH:4][C:5]([C:7]1([CH2:20][CH2:21][CH2:22][CH2:23][N:30]2[CH2:31][CH2:32][CH2:33][N:27]([C:34]3[CH:43]=[CH:42][C:41]4[C:36](=[CH:37][CH:38]=[CH:39][CH:40]=4)[N:35]=3)[CH2:28][CH2:29]2)[C:19]2[CH:18]=[CH:17][CH:16]=[CH:15][C:14]=2[C:13]2[C:8]1=[CH:9][CH:10]=[CH:11][CH:12]=2)=[O:6], predict the reactants needed to synthesize it. The reactants are: [F:1][C:2]([F:26])([F:25])[CH2:3][NH:4][C:5]([C:7]1([CH2:20][CH2:21][CH2:22][CH2:23]Br)[C:19]2[CH:18]=[CH:17][CH:16]=[CH:15][C:14]=2[C:13]2[C:8]1=[CH:9][CH:10]=[CH:11][CH:12]=2)=[O:6].[N:27]1([C:34]2[CH:43]=[CH:42][C:41]3[C:36](=[CH:37][CH:38]=[CH:39][CH:40]=3)[N:35]=2)[CH2:33][CH2:32][CH2:31][NH:30][CH2:29][CH2:28]1. (3) Given the product [CH:13]1[C:14]2[CH:2]([NH:1][CH:20]3[CH2:19][CH2:18][C:17]([C:24]4[CH:25]=[CH:26][CH:27]=[CH:28][CH:29]=4)([N:16]([CH3:30])[CH3:15])[CH2:22][CH2:21]3)[C:3]3[C:8](=[CH:7][CH:6]=[CH:5][CH:4]=3)[C:9]=2[CH:10]=[CH:11][CH:12]=1, predict the reactants needed to synthesize it. The reactants are: [NH2:1][CH:2]1[C:14]2[CH:13]=[CH:12][CH:11]=[CH:10][C:9]=2[C:8]2[C:3]1=[CH:4][CH:5]=[CH:6][CH:7]=2.[CH3:15][N:16]([CH3:30])[C:17]1([C:24]2[CH:29]=[CH:28][CH:27]=[CH:26][CH:25]=2)[CH2:22][CH2:21][C:20](=O)[CH2:19][CH2:18]1.C(O)(=O)C.C(O[BH-](OC(=O)C)OC(=O)C)(=O)C.[Na+].